Predict the reaction yield, written as a fraction of the theoretical maximum amount of product (1.0 means a 100% yield; for example, 0.34 means a 34% yield). From a dataset of Reaction yield outcomes from USPTO patents with 853,638 reactions. (1) The yield is 0.860. The catalyst is C(Cl)Cl. The product is [C:22]([O:26][C:27]([C:29]1([CH2:38][O:14][S:7]([C:10]([F:13])([F:12])[F:11])(=[O:9])=[O:8])[CH2:34][CH2:33][N:32]([C:35](=[O:37])[CH3:36])[CH2:31][CH2:30]1)=[O:28])([CH3:25])([CH3:23])[CH3:24]. The reactants are N1C=CC=CC=1.[S:7]([O:14]S(C(F)(F)F)(=O)=O)([C:10]([F:13])([F:12])[F:11])(=[O:9])=[O:8].[C:22]([O:26][C:27]([C:29]1([CH2:38]O)[CH2:34][CH2:33][N:32]([C:35](=[O:37])[CH3:36])[CH2:31][CH2:30]1)=[O:28])([CH3:25])([CH3:24])[CH3:23]. (2) The reactants are [NH2:1][C:2]1[CH:3]=[C:4]2[O:11][CH2:10][CH:9]([NH:12][C:13](=[O:16])[CH2:14][CH3:15])[CH2:8][C:5]2=[N:6][CH:7]=1.[F:17][C:18]([F:31])([F:30])[O:19][C:20]1[CH:25]=[CH:24][C:23]([S:26](Cl)(=[O:28])=[O:27])=[CH:22][CH:21]=1. The catalyst is C(Cl)Cl.N1C=CC=CC=1. The product is [F:31][C:18]([F:17])([F:30])[O:19][C:20]1[CH:25]=[CH:24][C:23]([S:26]([NH:1][C:2]2[CH:3]=[C:4]3[O:11][CH2:10][CH:9]([NH:12][C:13](=[O:16])[CH2:14][CH3:15])[CH2:8][C:5]3=[N:6][CH:7]=2)(=[O:28])=[O:27])=[CH:22][CH:21]=1. The yield is 0.470. (3) The product is [CH3:17][S:14]([CH2:13][CH2:12][CH2:11][CH2:10][C:5]1([C:3]([OH:4])=[O:2])[CH2:9][CH2:8][CH2:7][CH2:6]1)(=[O:15])=[O:16]. The yield is 0.920. The reactants are C[O:2][C:3]([C:5]1([CH2:10][CH2:11][CH2:12][CH2:13][S:14]([CH3:17])(=[O:16])=[O:15])[CH2:9][CH2:8][CH2:7][CH2:6]1)=[O:4].[OH-].[Na+]. The catalyst is C1COCC1.CO. (4) The reactants are C[O:2][C:3]([C:5]1[C:14]([C:15]#[C:16][Si](C)(C)C)=[C:13]([OH:21])[C:12]2[C:7](=[C:8]([N+:22]([O-:24])=[O:23])[CH:9]=[CH:10][CH:11]=2)[N:6]=1)=[O:4].[OH-].[K+].Cl. The catalyst is C1COCC1.CO.O. The product is [C:15]([C:14]1[C:5]([C:3]([OH:4])=[O:2])=[N:6][C:7]2[C:12]([C:13]=1[OH:21])=[CH:11][CH:10]=[CH:9][C:8]=2[N+:22]([O-:24])=[O:23])#[CH:16]. The yield is 0.630. (5) The reactants are [Br:1][C:2]1[CH:3]=[C:4]2[C:9](=[CH:10][CH:11]=1)[C:8](=[O:12])[NH:7][CH:6]=[C:5]2[S:13]([N:16]1[CH2:21][CH2:20][N:19]([C:22]([O:24][C:25]([CH3:28])([CH3:27])[CH3:26])=[O:23])[CH2:18][CH2:17]1)(=[O:15])=[O:14].Br[CH2:30][CH:31]1[CH2:33][CH2:32]1.C(=O)([O-])[O-].[K+].[K+]. The catalyst is CN1CCCC1=O. The product is [C:22]([O:24][CH2:25][CH3:28])(=[O:23])[CH3:30].[CH3:11][CH2:2][CH2:3][CH:4]([CH3:9])[CH3:5].[Br:1][C:2]1[CH:3]=[C:4]2[C:9](=[CH:10][CH:11]=1)[C:8](=[O:12])[N:7]([CH2:30][CH:31]1[CH2:33][CH2:32]1)[CH:6]=[C:5]2[S:13]([N:16]1[CH2:21][CH2:20][N:19]([C:22]([O:24][C:25]([CH3:28])([CH3:27])[CH3:26])=[O:23])[CH2:18][CH2:17]1)(=[O:14])=[O:15]. The yield is 0.500. (6) The reactants are C([N-]C(C)C)(C)C.[Li+].[F:9][C:10]([F:22])([F:21])[C:11]1[CH:16]=[CH:15][C:14]([CH2:17][C:18]([OH:20])=[O:19])=[CH:13][CH:12]=1.I[CH2:24][CH:25]1[CH2:29][CH2:28][CH2:27][CH2:26]1. The catalyst is O1CCCC1.CN(C)P(N(C)C)(N(C)C)=O.CN(C)P(N(C)C)(N(C)C)=O. The product is [CH:25]1([CH2:24][CH:17]([C:14]2[CH:13]=[CH:12][C:11]([C:10]([F:21])([F:22])[F:9])=[CH:16][CH:15]=2)[C:18]([OH:20])=[O:19])[CH2:29][CH2:28][CH2:27][CH2:26]1. The yield is 0.650. (7) The reactants are COC1C=CC(C[N:8]2[C:12]3=[N:13][CH:14]=[C:15]4[CH2:21][CH2:20][CH2:19][C:18]5[CH:22]=[CH:23][CH:24]=[CH:25][C:17]=5[C:16]4=[C:11]3[CH:10]=[N:9]2)=CC=1. The catalyst is FC(F)(F)C(O)=O. The product is [CH:10]1[C:11]2[C:12](=[N:13][CH:14]=[C:15]3[CH2:21][CH2:20][CH2:19][C:18]4[CH:22]=[CH:23][CH:24]=[CH:25][C:17]=4[C:16]3=2)[NH:8][N:9]=1. The yield is 0.680. (8) The reactants are [NH2:1][C:2]1[N:9]=[CH:8][C:7]([Br:10])=[CH:6][C:3]=1[CH:4]=O.[CH3:11][C:12]([C:14]1[CH:19]=[CH:18][C:17]([F:20])=[CH:16][CH:15]=1)=O.[OH-].[K+]. The catalyst is C(O)C. The product is [Br:10][C:7]1[CH:6]=[C:3]2[C:2](=[N:9][CH:8]=1)[N:1]=[C:12]([C:14]1[CH:19]=[CH:18][C:17]([F:20])=[CH:16][CH:15]=1)[CH:11]=[CH:4]2. The yield is 0.650. (9) The reactants are Cl[C:2]1[C:7]([Cl:8])=[N:6][CH:5]=[CH:4][N:3]=1.[CH2:9]([N:16]1[CH2:21][CH2:20][NH:19][CH:18]([CH2:22][CH3:23])[CH2:17]1)[C:10]1[CH:15]=[CH:14][CH:13]=[CH:12][CH:11]=1.C([O-])([O-])=O.[K+].[K+]. The catalyst is CN(C=O)C. The product is [CH2:9]([N:16]1[CH2:21][CH2:20][N:19]([C:2]2[C:7]([Cl:8])=[N:6][CH:5]=[CH:4][N:3]=2)[CH:18]([CH2:22][CH3:23])[CH2:17]1)[C:10]1[CH:11]=[CH:12][CH:13]=[CH:14][CH:15]=1. The yield is 0.710.